From a dataset of Forward reaction prediction with 1.9M reactions from USPTO patents (1976-2016). Predict the product of the given reaction. The product is: [CH:48]1([N:51]2[CH2:60][CH:59]3[CH:54]([CH2:55][CH2:56][CH2:57][CH2:58]3)[N:53]3[C:61](=[O:90])[C:62]4[N:63]([CH:65]=[C:66]([C:78]([NH:80][CH2:81][C:82]5[CH:87]=[CH:86][C:85]([F:88])=[CH:84][C:83]=5[F:89])=[O:79])[C:67](=[O:77])[C:68]=4[OH:69])[CH2:64][CH:52]23)[CH2:50][CH2:49]1. Given the reactants Cl.C1(NCC2CCCCC2N)CC1.CC(N([C@H]1CCCC[C@H]1C=O)C(=O)[O-])(C)C.C1(N)CC1.Cl.Cl.C1(NCC2CCCCC2N)CC1.[CH:48]1([N:51]2[CH2:60][CH:59]3[CH:54]([CH2:55][CH2:56][CH2:57][CH2:58]3)[N:53]3[C:61](=[O:90])[C:62]4[N:63]([CH:65]=[C:66]([C:78]([NH:80][CH2:81][C:82]5[CH:87]=[CH:86][C:85]([F:88])=[CH:84][C:83]=5[F:89])=[O:79])[C:67](=[O:77])[C:68]=4[O:69]CC4C=CC=CC=4)[CH2:64][CH:52]23)[CH2:50][CH2:49]1.C1(N2CC3C(C(=O)C(=O)CC3)N3CC4N(C=C(C(NCC5C=CC(F)=CC=5F)=O)CC=4OCC4C=CC=CC=4)CC23)CC1, predict the reaction product.